From a dataset of Reaction yield outcomes from USPTO patents with 853,638 reactions. Predict the reaction yield, written as a fraction of the theoretical maximum amount of product (1.0 means a 100% yield; for example, 0.34 means a 34% yield). (1) The reactants are [CH2:1]([N:8]([CH2:19][C:20]1[CH:36]=[CH:35][C:23]([C:24]([NH:26][CH2:27][C:28]2[CH:33]=[CH:32][CH:31]=[C:30](Cl)[CH:29]=2)=[O:25])=[CH:22][CH:21]=1)[S:9]([C:12]1[CH:17]=[CH:16][C:15]([Cl:18])=[CH:14][CH:13]=1)(=[O:11])=[O:10])[C:2]1[CH:7]=[CH:6][CH:5]=[CH:4][CH:3]=1.[C:37]1(C2(N)CC2)C=CC=C[CH:38]=1. No catalyst specified. The product is [CH2:1]([N:8]([CH2:19][C:20]1[CH:36]=[CH:35][C:23]([C:24]([NH:26][C:27]2([C:28]3[CH:33]=[CH:32][CH:31]=[CH:30][CH:29]=3)[CH2:38][CH2:37]2)=[O:25])=[CH:22][CH:21]=1)[S:9]([C:12]1[CH:13]=[CH:14][C:15]([Cl:18])=[CH:16][CH:17]=1)(=[O:10])=[O:11])[C:2]1[CH:7]=[CH:6][CH:5]=[CH:4][CH:3]=1. The yield is 0.100. (2) The reactants are [Cl:1][C:2]1[CH:3]=[C:4]([CH:40]=[CH:41][C:42]=1[O:43][CH:44]([CH3:46])[CH3:45])[C:5]([NH:7][C@@H:8]([CH2:21][C:22]1[CH:27]=[CH:26][C:25]([C:28]2[N:29]=[C:30]3[C:35]([CH:36]([OH:38])[CH3:37])=[CH:34][CH:33]=[CH:32][N:31]3[CH:39]=2)=[CH:24][CH:23]=1)[CH2:9][N:10]1C(=O)C2C(=CC=CC=2)C1=O)=[O:6].O.NN. The catalyst is C(O)C. The product is [NH2:10][CH2:9][C@@H:8]([NH:7][C:5](=[O:6])[C:4]1[CH:40]=[CH:41][C:42]([O:43][CH:44]([CH3:45])[CH3:46])=[C:2]([Cl:1])[CH:3]=1)[CH2:21][C:22]1[CH:27]=[CH:26][C:25]([C:28]2[N:29]=[C:30]3[C:35]([CH:36]([OH:38])[CH3:37])=[CH:34][CH:33]=[CH:32][N:31]3[CH:39]=2)=[CH:24][CH:23]=1. The yield is 1.00. (3) The reactants are [F:1][C:2]1[CH:7]=[C:6]([I:8])[CH:5]=[CH:4][C:3]=1[NH:9][C:10]1[C:11]([C:15]([OH:17])=O)=[CH:12][S:13][CH:14]=1.Cl.CN(C)CCCN=C=NCC.Cl.[OH:31][CH2:32][C:33]1([OH:37])[CH2:36][NH:35][CH2:34]1. The catalyst is CN(C)C1C=CN=CC=1.CN(C=O)C. The product is [F:1][C:2]1[CH:7]=[C:6]([I:8])[CH:5]=[CH:4][C:3]=1[NH:9][C:10]1[C:11]([C:15]([N:35]2[CH2:36][C:33]([CH2:32][OH:31])([OH:37])[CH2:34]2)=[O:17])=[CH:12][S:13][CH:14]=1. The yield is 1.00. (4) The reactants are [CH:1]1([C:7]2[C:15]3[C:10](=[CH:11][C:12]([C:16]([O:18]C)=[O:17])=[CH:13][CH:14]=3)[NH:9][C:8]=2[C:20]2[CH:25]=[CH:24][CH:23]=[CH:22][CH:21]=2)[CH2:6][CH2:5][CH2:4][CH2:3][CH2:2]1.[H-].[Na+].[CH2:28](Br)[C:29]1[CH:34]=[CH:33][CH:32]=[CH:31][CH:30]=1.B(Br)(Br)Br. The catalyst is C1COCC1.C(Cl)Cl. The product is [CH2:28]([N:9]1[C:10]2[C:15](=[CH:14][CH:13]=[C:12]([C:16]([OH:18])=[O:17])[CH:11]=2)[C:7]([CH:1]2[CH2:2][CH2:3][CH2:4][CH2:5][CH2:6]2)=[C:8]1[C:20]1[CH:21]=[CH:22][CH:23]=[CH:24][CH:25]=1)[C:29]1[CH:34]=[CH:33][CH:32]=[CH:31][CH:30]=1. The yield is 0.510. (5) The reactants are [Cl:1][C:2]1[CH:3]=[C:4]2[C:8](=[CH:9][CH:10]=1)[C:7](=[O:11])[N:6]([C:12]1[C:21]3[CH2:20][CH2:19][CH2:18][C:17]4(OCC(C)(C)C[O:22]4)[C:16]=3[CH:15]=[N:14][CH:13]=1)[C:5]2([CH3:30])[CH3:29].Cl.O1CCOCC1. The catalyst is CO. The product is [Cl:1][C:2]1[CH:3]=[C:4]2[C:8]([C:7](=[O:11])[N:6]([C:12]3[C:21]4[CH2:20][CH2:19][CH2:18][C:17](=[O:22])[C:16]=4[CH:15]=[N:14][CH:13]=3)[C:5]2([CH3:30])[CH3:29])=[CH:9][CH:10]=1. The yield is 0.800.